This data is from Forward reaction prediction with 1.9M reactions from USPTO patents (1976-2016). The task is: Predict the product of the given reaction. (1) Given the reactants [F:1][C:2]([F:19])([F:18])[CH:3]([OH:17])[CH2:4][C:5]1([CH3:16])[C:14]2[C:9](=[CH:10][CH:11]=[C:12]([F:15])[CH:13]=2)[O:8][CH2:7][CH2:6]1.CC(OI1(OC(C)=O)(OC(C)=O)OC(=O)C2C=CC=CC1=2)=O, predict the reaction product. The product is: [F:19][C:2]([F:1])([F:18])[C:3](=[O:17])[CH2:4][C:5]1([CH3:16])[C:14]2[C:9](=[CH:10][CH:11]=[C:12]([F:15])[CH:13]=2)[O:8][CH2:7][CH2:6]1. (2) Given the reactants [Br:1][C:2]1[CH:7]=[CH:6][C:5]([C:8]2[O:9][C:10]([CH3:26])=[C:11]([CH2:13][CH2:14][O:15]S(C3C=CC(C)=CC=3)(=O)=O)[N:12]=2)=[CH:4][CH:3]=1.[CH2:27]([O:29][C:30](=[O:42])[C:31]([O:34][C:35]1[CH:40]=[CH:39][C:38](O)=[CH:37][CH:36]=1)([CH3:33])[CH3:32])[CH3:28].C([O-])([O-])=O.[Cs+].[Cs+], predict the reaction product. The product is: [CH2:27]([O:29][C:30](=[O:42])[C:31]([O:34][C:35]1[CH:40]=[CH:39][C:38]([O:15][CH2:14][CH2:13][C:11]2[N:12]=[C:8]([C:5]3[CH:4]=[CH:3][C:2]([Br:1])=[CH:7][CH:6]=3)[O:9][C:10]=2[CH3:26])=[CH:37][CH:36]=1)([CH3:33])[CH3:32])[CH3:28]. (3) Given the reactants [Cl:1][C:2]1[C:6]([N+:7]([O-:9])=[O:8])=[CH:5][NH:4][N:3]=1.Br[C:11]([CH3:18])([CH3:17])[C:12]([O:14][CH2:15][CH3:16])=[O:13].C([O-])([O-])=O.[Cs+].[Cs+], predict the reaction product. The product is: [Cl:1][C:2]1[C:6]([N+:7]([O-:9])=[O:8])=[CH:5][N:4]([C:11]([CH3:18])([CH3:17])[C:12]([O:14][CH2:15][CH3:16])=[O:13])[N:3]=1. (4) Given the reactants [CH3:1][C:2]1([C:5]2[NH:14][C:8]3=[N+:9]([O-])[CH:10]=[CH:11][CH:12]=[C:7]3[CH:6]=2)[CH2:4][CH2:3]1.CS([Cl:19])(=O)=O.O.[OH-].[Na+], predict the reaction product. The product is: [Cl:19][C:12]1[CH:11]=[CH:10][N:9]=[C:8]2[NH:14][C:5]([C:2]3([CH3:1])[CH2:4][CH2:3]3)=[CH:6][C:7]=12. (5) Given the reactants Br[C:2]1[CH:7]=[CH:6][C:5]([C:8]([N:10]2[CH2:15][CH2:14][N:13]([C:16]3[CH:21]=[CH:20][C:19]([CH3:22])=[CH:18][C:17]=3[CH3:23])[CH2:12][CH2:11]2)=[O:9])=[C:4]([F:24])[CH:3]=1.[NH:25]1[CH2:29][CH2:28][CH2:27][C:26]1=[O:30], predict the reaction product. The product is: [CH3:23][C:17]1[CH:18]=[C:19]([CH3:22])[CH:20]=[CH:21][C:16]=1[N:13]1[CH2:14][CH2:15][N:10]([C:8]([C:5]2[CH:6]=[CH:7][C:2]([N:25]3[CH2:29][CH2:28][CH2:27][C:26]3=[O:30])=[CH:3][C:4]=2[F:24])=[O:9])[CH2:11][CH2:12]1. (6) Given the reactants [C:1]([O:4][C:5](=[O:7])[CH3:6])(=O)[CH3:2].[CH3:8][N:9]([C:17]1[CH:22]=[CH:21][CH:20]=C(C)[N+:18]=1[O-])[C:10](=[O:16])[O:11][C:12]([CH3:15])([CH3:14])[CH3:13], predict the reaction product. The product is: [C:5]([O:4][CH2:1][C:2]1[CH:20]=[CH:21][CH:22]=[C:17]([N:9]([C:10]([O:11][C:12]([CH3:15])([CH3:14])[CH3:13])=[O:16])[CH3:8])[N:18]=1)(=[O:7])[CH3:6]. (7) Given the reactants O[CH2:2][CH2:3][C:4]1[CH:9]=[CH:8][C:7]([CH2:10][CH2:11][C:12]2[N:13]=[C:14]([NH:17][C:18](=[O:20])[CH3:19])[S:15][CH:16]=2)=[CH:6][CH:5]=1.C1(P(C2C=CC=CC=2)C2C=CC=CC=2)C=CC=CC=1.C(Br)(Br)(Br)Br.[CH3:45][O:46][CH:47]([O:50][CH3:51])[CH2:48][NH2:49], predict the reaction product. The product is: [CH3:45][O:46][CH:47]([O:50][CH3:51])[CH2:48][NH:49][CH2:2][CH2:3][C:4]1[CH:9]=[CH:8][C:7]([CH2:10][CH2:11][C:12]2[N:13]=[C:14]([NH:17][C:18](=[O:20])[CH3:19])[S:15][CH:16]=2)=[CH:6][CH:5]=1.